Dataset: Full USPTO retrosynthesis dataset with 1.9M reactions from patents (1976-2016). Task: Predict the reactants needed to synthesize the given product. (1) Given the product [NH2:22][CH:7]([C:6]1[CH:9]=[CH:10][C:3]([O:2][CH3:1])=[CH:4][CH:5]=1)[CH2:12][C:11]([OH:17])=[O:16], predict the reactants needed to synthesize it. The reactants are: [CH3:1][O:2][C:3]1[CH:10]=[CH:9][C:6]([CH:7]=O)=[CH:5][CH:4]=1.[C:11]([OH:17])(=[O:16])[CH2:12]C(O)=O.C([O-])(=O)C.[NH4+:22]. (2) The reactants are: [CH2:1]([N:3]([CH2:26][CH3:27])[C:4]([CH:6]1[C:18]2[C:17]3[C:12](=[CH:13][CH:14]=[CH:15][CH:16]=3)[N:11]([CH2:19][CH2:20][OH:21])[C:10]=2[C:9]2[CH:22]=[CH:23][CH:24]=[CH:25][C:8]=2[S:7]1)=[O:5])[CH3:2].[C:28]1(C)[C:29]([S:34](Cl)(=[O:36])=[O:35])=[CH:30][CH:31]=[CH:32][CH:33]=1.N1C=CC=C[CH:40]=1. Given the product [CH2:26]([N:3]([CH2:1][CH3:2])[C:4]([CH:6]1[C:18]2[C:17]3[C:12](=[CH:13][CH:14]=[CH:15][CH:16]=3)[N:11]([CH2:19][CH2:20][O:21][S:34]([C:29]3[CH:28]=[CH:33][C:32]([CH3:40])=[CH:31][CH:30]=3)(=[O:35])=[O:36])[C:10]=2[C:9]2[CH:22]=[CH:23][CH:24]=[CH:25][C:8]=2[S:7]1)=[O:5])[CH3:27], predict the reactants needed to synthesize it. (3) Given the product [F:18][C:19]1[CH:26]=[C:25]([F:27])[CH:24]=[CH:23][C:20]=1[CH2:21][NH:22][C:12]1[CH:13]=[C:14]([CH3:15])[N:9]([C:3]2[C:2]([F:1])=[CH:7][CH:6]=[CH:5][C:4]=2[F:8])[C:10](=[O:17])[CH:11]=1, predict the reactants needed to synthesize it. The reactants are: [F:1][C:2]1[CH:7]=[CH:6][CH:5]=[C:4]([F:8])[C:3]=1[N:9]1[C:14]([CH3:15])=[CH:13][C:12](O)=[CH:11][C:10]1=[O:17].[F:18][C:19]1[CH:26]=[C:25]([F:27])[CH:24]=[CH:23][C:20]=1[CH2:21][NH2:22]. (4) Given the product [CH3:41][O:40][N:39]([CH3:38])[C:22]([C@@H:18]1[CH2:19][CH2:20][CH2:21][N:17]1[C:15]([O:14][C:11]([CH3:10])([CH3:12])[CH3:13])=[O:16])=[O:24], predict the reactants needed to synthesize it. The reactants are: CN(C1C=CC=CN=1)C.[CH3:10][C:11]([O:14][C:15]([N:17]1[CH2:21][CH2:20][CH2:19][C@H:18]1[C:22]([OH:24])=O)=[O:16])([CH3:13])[CH3:12].Cl.CN(C)CCCN=C=NCC.Cl.[CH3:38][NH:39][O:40][CH3:41].C(OC(=O)C)C.CCCC(C)C. (5) Given the product [Cl:30][C:31]1[CH:36]=[CH:35][C:34]([C:2]2[C:3]([C:23]3[CH:24]=[CH:25][C:26]([Cl:29])=[CH:27][CH:28]=3)=[CH:4][C:5]3[N:6]([C:8](=[O:22])[N:9]([CH2:11][C:12]4[CH:13]=[N:14][C:15]([C:18]([F:21])([F:20])[F:19])=[CH:16][CH:17]=4)[N:10]=3)[N:7]=2)=[CH:33][CH:32]=1, predict the reactants needed to synthesize it. The reactants are: Cl[C:2]1[C:3]([C:23]2[CH:28]=[CH:27][C:26]([Cl:29])=[CH:25][CH:24]=2)=[CH:4][C:5]2[N:6]([C:8](=[O:22])[N:9]([CH2:11][C:12]3[CH:13]=[N:14][C:15]([C:18]([F:21])([F:20])[F:19])=[CH:16][CH:17]=3)[N:10]=2)[N:7]=1.[Cl:30][C:31]1[CH:36]=[CH:35][C:34](B(O)O)=[CH:33][CH:32]=1.[O-]P([O-])([O-])=O.[K+].[K+].[K+].C(Cl)Cl. (6) Given the product [F:68][C:69]1[C:70]([NH:83][C:50]2[CH:51]=[CH:52][C:53]3[CH2:54][N:55]([CH3:67])[CH2:56][C@@H:57]([C:61]4[S:62][CH:63]=[C:64]([CH3:66])[N:65]=4)[O:58][C:59]=3[N:60]=2)=[N:71][C:72]([O:81][CH3:82])=[C:73]([C:75]2[CH:76]=[N:77][N:78]([CH3:80])[CH:79]=2)[CH:74]=1, predict the reactants needed to synthesize it. The reactants are: CC1(C)C2C(=C(P(C3C=CC=CC=3)C3C=CC=CC=3)C=CC=2)OC2C(P(C3C=CC=CC=3)C3C=CC=CC=3)=CC=CC1=2.C(=O)([O-])[O-].[Cs+].[Cs+].Cl[C:50]1[CH:51]=[CH:52][C:53]2[CH2:54][N:55]([CH3:67])[CH2:56][C@@H:57]([C:61]3[S:62][CH:63]=[C:64]([CH3:66])[N:65]=3)[O:58][C:59]=2[N:60]=1.[F:68][C:69]1[C:70]([NH2:83])=[N:71][C:72]([O:81][CH3:82])=[C:73]([C:75]2[CH:76]=[N:77][N:78]([CH3:80])[CH:79]=2)[CH:74]=1.